From a dataset of Reaction yield outcomes from USPTO patents with 853,638 reactions. Predict the reaction yield, written as a fraction of the theoretical maximum amount of product (1.0 means a 100% yield; for example, 0.34 means a 34% yield). (1) The reactants are FC(F)(F)S([O-])(=O)=O.C[N+]1[CH:14]=[CH:13][N:12]([S:15]([N:18]2[CH2:23][CH2:22][O:21][CH2:20][CH2:19]2)(=[O:17])=[O:16])[CH:11]=1.[N:24]1([C@H:30]2[CH2:33][C@H:32]([O:34][C:35]3[CH:40]=[CH:39][C:38]([C:41]4[S:42][C:43]5CNCC[C:48]=5[N:49]=4)=[CH:37][CH:36]=3)[CH2:31]2)[CH2:29][CH2:28][CH2:27][CH2:26][CH2:25]1. The catalyst is C(#N)C.C(OCC)(=O)C. The product is [N:18]1([S:15]([N:12]2[CH2:11][CH2:43][C:48]3[N:49]=[C:41]([C:38]4[CH:37]=[CH:36][C:35]([O:34][C@H:32]5[CH2:33][C@H:30]([N:24]6[CH2:29][CH2:28][CH2:27][CH2:26][CH2:25]6)[CH2:31]5)=[CH:40][CH:39]=4)[S:42][C:14]=3[CH2:13]2)(=[O:16])=[O:17])[CH2:19][CH2:20][O:21][CH2:22][CH2:23]1. The yield is 0.240. (2) The reactants are Cl.[CH3:2][O:3][C:4]1[CH:9]=[CH:8][C:7]([C:10]([N:12]2[CH2:17][CH2:16][NH:15][CH2:14][CH2:13]2)=[O:11])=[CH:6][C:5]=1[C:18]#[C:19][C:20]1[CH:25]=[CH:24][CH:23]=[CH:22][N:21]=1.[NH2:26][C:27]1[C:32]([C:33]#[N:34])=[CH:31][N:30]=[C:29](Cl)[N:28]=1. The catalyst is C(O)(C)C. The product is [NH2:26][C:27]1[C:32]([C:33]#[N:34])=[CH:31][N:30]=[C:29]([N:15]2[CH2:14][CH2:13][N:12]([C:10](=[O:11])[C:7]3[CH:8]=[CH:9][C:4]([O:3][CH3:2])=[C:5]([C:18]#[C:19][C:20]4[CH:25]=[CH:24][CH:23]=[CH:22][N:21]=4)[CH:6]=3)[CH2:17][CH2:16]2)[N:28]=1. The yield is 0.740.